This data is from NCI-60 drug combinations with 297,098 pairs across 59 cell lines. The task is: Regression. Given two drug SMILES strings and cell line genomic features, predict the synergy score measuring deviation from expected non-interaction effect. Drug 1: C1=CN(C=N1)CC(O)(P(=O)(O)O)P(=O)(O)O. Drug 2: CS(=O)(=O)OCCCCOS(=O)(=O)C. Cell line: RXF 393. Synergy scores: CSS=2.65, Synergy_ZIP=-1.54, Synergy_Bliss=-2.54, Synergy_Loewe=-1.16, Synergy_HSA=-1.77.